This data is from Peptide-MHC class I binding affinity with 185,985 pairs from IEDB/IMGT. The task is: Regression. Given a peptide amino acid sequence and an MHC pseudo amino acid sequence, predict their binding affinity value. This is MHC class I binding data. (1) The peptide sequence is RRWIQLGLQK. The MHC is Mamu-A20102 with pseudo-sequence Mamu-A20102. The binding affinity (normalized) is 0. (2) The peptide sequence is HTAWDSHWV. The MHC is HLA-A03:01 with pseudo-sequence HLA-A03:01. The binding affinity (normalized) is 0.0847. (3) The peptide sequence is ATKRIRMA. The MHC is HLA-A68:02 with pseudo-sequence HLA-A68:02. The binding affinity (normalized) is 0.